From a dataset of Catalyst prediction with 721,799 reactions and 888 catalyst types from USPTO. Predict which catalyst facilitates the given reaction. (1) Reactant: [Cl:1][C:2]1[CH:3]=[C:4]([CH:14]=[CH:15][C:16]=1[C:17]([NH:19][NH:20][C:21]([C:23]1[N:24]=[C:25]2[C:30]([Cl:31])=[CH:29][C:28]([C:32]([F:35])([F:34])[F:33])=[CH:27][N:26]2[CH:36]=1)=O)=O)[CH2:5][NH:6][C:7](=[O:13])[O:8][C:9]([CH3:12])([CH3:11])[CH3:10].C1(C)C=CC=CC=1.COC1C=CC(P2(SP(C3C=CC(OC)=CC=3)(=S)S2)=[S:53])=CC=1. Product: [Cl:1][C:2]1[CH:3]=[C:4]([CH:14]=[CH:15][C:16]=1[C:17]1[S:53][C:21]([C:23]2[N:24]=[C:25]3[C:30]([Cl:31])=[CH:29][C:28]([C:32]([F:35])([F:34])[F:33])=[CH:27][N:26]3[CH:36]=2)=[N:20][N:19]=1)[CH2:5][NH:6][C:7](=[O:13])[O:8][C:9]([CH3:12])([CH3:11])[CH3:10]. The catalyst class is: 17. (2) Reactant: [NH2:1][C:2]1[N:10]=[C:9]([F:11])[N:8]=[C:7]2[C:3]=1[N:4]=[C:5]([CH2:21][C:22]1[C:30]([I:31])=[CH:29][C:25]3[O:26][CH2:27][O:28][C:24]=3[CH:23]=1)[N:6]2[CH2:12][C:13]1[N:14]=[N:15][N:16]([CH2:18][CH2:19][OH:20])[CH:17]=1.C(N(CC)CC)C.[S:39](Cl)(=[O:42])(=[O:41])[NH2:40].O. Product: [NH2:1][C:2]1[N:10]=[C:9]([F:11])[N:8]=[C:7]2[C:3]=1[N:4]=[C:5]([CH2:21][C:22]1[C:30]([I:31])=[CH:29][C:25]3[O:26][CH2:27][O:28][C:24]=3[CH:23]=1)[N:6]2[CH2:12][C:13]1[N:14]=[N:15][N:16]([CH2:18][CH2:19][O:20][S:39](=[O:42])(=[O:41])[NH2:40])[CH:17]=1. The catalyst class is: 80. (3) Reactant: [Br:1][C:2]1[CH:3]=[CH:4][C:5]([O:10][CH2:11][C:12]2[CH:17]=[CH:16][CH:15]=[C:14]([Cl:18])[CH:13]=2)=[C:6]([CH:9]=1)[CH:7]=[O:8].[BH4-].[Na+].O. Product: [Br:1][C:2]1[CH:3]=[CH:4][C:5]([O:10][CH2:11][C:12]2[CH:17]=[CH:16][CH:15]=[C:14]([Cl:18])[CH:13]=2)=[C:6]([CH2:7][OH:8])[CH:9]=1. The catalyst class is: 5. (4) Reactant: [C:1]([O:5][C:6](=[O:16])[N:7]([C@H:9]1[CH2:14][CH2:13][C@H:12]([OH:15])[CH2:11][CH2:10]1)[CH3:8])([CH3:4])([CH3:3])[CH3:2].C(P(CCCC)CCCC)CCC.[C:30]([O:34][CH3:35])(=[O:33])[C:31]#[CH:32]. Product: [CH3:35][O:34][C:30](=[O:33])[CH:31]=[CH:32][O:15][C@H:12]1[CH2:11][CH2:10][C@H:9]([N:7]([C:6]([O:5][C:1]([CH3:4])([CH3:2])[CH3:3])=[O:16])[CH3:8])[CH2:14][CH2:13]1. The catalyst class is: 1.